From a dataset of Experimentally validated miRNA-target interactions with 360,000+ pairs, plus equal number of negative samples. Binary Classification. Given a miRNA mature sequence and a target amino acid sequence, predict their likelihood of interaction. (1) The miRNA is mmu-miR-6973a-3p with sequence CACUCUAACCCUACCUACCCAU. The protein sequence of the target gene is MELKRGKTFIKSSLQVSHEKPPDPAAVAAAREGTGPWSVLPGGQQRPHSEKGPQASPSAQEYDRCPNKGAQLDPKGGPAALCGATFKPVRKCKTHDSMSGAGRATAATGQLVGSASFPGSPGSRRMIDYRHFVPQMPFVPAVAKSIPRKRISLKRPKKCFRNLFHIRRNKTEDLASLAAEGKSLPSPGDPSDPGGRRSKAFLPPGEGPGLDGLCQDLLDSELLADASFGLCRALCEDVASLQSFDSLTGCGEVFADESSVPSLELNEGPESPTQAAQGLESKVPRGPLQGSVEQLASPAQ.... Result: 0 (no interaction). (2) The miRNA is mmu-miR-411-3p with sequence UAUGUAACACGGUCCACUAACC. The protein sequence of the target gene is MNAVGSPEGQELQKLGSGAWDNPAYSGPPSPHGTLRVCTISSTGPLQPQPKKPEDEPQETAYRTQVSSCCLHICQGIRGLWGTTLTENTAENRELYIKTTLRELLVYIVFLVDICLLTYGMTSSSAYYYTKVMSELFLHTPSDTGVSFQAISSMADFWDFAQGPLLDSLYWTKWYNNQSLGHGSHSFIYYENMLLGVPRLRQLKVRNDSCVVHEDFREDILSCYDVYSPDKEEQLPFGPFNGTAWTYHSQDELGGFSHWGRLTSYSGGGYYLDLPGSRQGSAEALRALQEGLWLDRGTRV.... Result: 0 (no interaction). (3) The miRNA is hsa-miR-93-5p with sequence CAAAGUGCUGUUCGUGCAGGUAG. Result: 1 (interaction). The protein sequence of the target gene is MRLPRRAALGLLPLLLLLPPAPEAAKKPTPCHRCRGLVDKFNQGMVDTAKKNFGGGNTAWEEKTLSKYESSEIRLLEILEGLCESSDFECNQMLEAQEEHLEAWWLQLKSEYPDLFEWFCVKTLKVCCSPGTYGPDCLACQGGSQRPCSGNGHCSGDGSRQGDGSCRCHMGYQGPLCTDCMDGYFSSLRNETHSICTACDESCKTCSGLTNRDCGECEVGWVLDEGACVDVDECAAEPPPCSAAQFCKNANGSYTCEECDSSCVGCTGEGPGNCKECISGYAREHGQCADVDECSLAEKT.... (4) The miRNA is hsa-miR-5188 with sequence AAUCGGACCCAUUUAAACCGGAG. The protein sequence of the target gene is MLASVAGPISLALVLLALCTRPAMGQDCSAQCQCAAEAAPHCPAGVSLVLDGCGCCRVCAKQLGELCTERDPCDPHKGLFCDFGSPANRKIGVCTAKDGAPCVFGGSVYRSGESFQSSCKYQCTCLDGAVGCVPLCSMDVRLPSPDCPFPRRVKLPGKCCEEWVCDEPKDRTAVGPALAAYRLEDTFGPDPTMMRANCLVQTTEWSACSKTCGMGISTRVTNDNTFCRLEKQSRLCMVRPCEADLEENIKKGKKCIRTPKIAKPVKFELSGCTSVKTYRAKFCGVCTDGRCCTPHRTTTL.... Result: 0 (no interaction).